Dataset: Full USPTO retrosynthesis dataset with 1.9M reactions from patents (1976-2016). Task: Predict the reactants needed to synthesize the given product. Given the product [CH3:30][NH:31][CH2:12][CH:13]1[CH2:17][C:16]2[CH:18]=[CH:19][CH:20]=[C:21]([C:22]3[CH:27]=[CH:26][C:25]([Cl:28])=[CH:24][C:23]=3[Cl:29])[C:15]=2[O:14]1, predict the reactants needed to synthesize it. The reactants are: CC1C=CC(S(O[CH2:12][CH:13]2[CH2:17][C:16]3[CH:18]=[CH:19][CH:20]=[C:21]([C:22]4[CH:27]=[CH:26][C:25]([Cl:28])=[CH:24][C:23]=4[Cl:29])[C:15]=3[O:14]2)(=O)=O)=CC=1.[CH3:30][NH2:31].